Dataset: Experimentally validated miRNA-target interactions with 360,000+ pairs, plus equal number of negative samples. Task: Binary Classification. Given a miRNA mature sequence and a target amino acid sequence, predict their likelihood of interaction. (1) The miRNA is hsa-miR-6077 with sequence GGGAAGAGCUGUACGGCCUUC. The protein sequence of the target gene is MQAAPRAGCGAALLLWIVSSCLCRAWTAPSTSQKCDEPLVSGLPHVAFSSSSSISGSYSPGYAKINKRGGAGGWSPSDSDHYQWLQVDFGNRKQISAIATQGRYSSSDWVTQYRMLYSDTGRNWKPYHQDGNIWAFPGNINSDGVVRHELQHPIIARYVRIVPLDWNGEGRIGLRIEVYGCSYWADVINFDGHVVLPYRFRNKKMKTLKDVIALNFKTSESEGVILHGEGQQGDYITLELKKAKLVLSLNLGSNQLGPIYGHTSVMTGSLLDDHHWHSVVIERQGRSINLTLDRSMQHFR.... Result: 1 (interaction). (2) The miRNA is hsa-miR-200c-3p with sequence UAAUACUGCCGGGUAAUGAUGGA. The protein sequence of the target gene is MDYSHQTSLVPCGQDKYISKNELLLHLKTYNLYYEGQNLQLRHREEEDEFIVEGLLNISWGLRRPIRLQMQDDNERIRPPPSSSSWHSGCNLGAQGTTLKPLTVPKVQISEVDAPPEGDQMPSSTDSRGLKPLQEDTPQLMRTRSDVGVRRRGNVRTPSDQRRIRRHRFSINGHFYNHKTSVFTPAYGSVTNVRINSTMTTPQVLKLLLNKFKIENSAEEFALYVVHTSGEKQKLKATDYPLIARILQGPCEQISKVFLMEKDQVEEVTYDVAQYIKFEMPVLKSFIQKLQEEEDREVKK.... Result: 1 (interaction). (3) The miRNA is hsa-miR-3691-3p with sequence ACCAAGUCUGCGUCAUCCUCUC. The protein sequence of the target gene is MWKASAGHAVSIAQDDAGADDWETDPDFVNDVSEKEQRWGAKTVQGSGHQEHINIHKLRENVFQEHQTLKEKELETGPKASHGYGGKFGVEQDRMDKSAVGHEYQSKLSKHCSQVDSVRGFGGKFGVQMDRVDQSAVGFEYQGKTEKHASQKDYSSGFGGKYGVQADRVDKSAVGFDYQGKTEKHESQRDYSKGFGGKYGIDKDKVDKSAVGFEYQGKTEKHESQKDYVKGFGGKFGVQTDRQDKCALGWDHQEKLQLHESQKDYKTGFGGKFGVQSERQDSAAVGFDYKEKLAKHESQQ.... Result: 1 (interaction). (4) The miRNA is cel-miR-66-5p with sequence CAUGACACUGAUUAGGGAUGUGA. The protein sequence of the target gene is MLAHTHRINKCLYGQNQMRNRHALLGALPPIFLLLLPLISCMKFDPERIAARLRIDEKWDQLDAFQSIKSRRGRQIQPKEISIQVTAPLFSSRLFDYGTTAGDEELPQALDVGKKLDLVHPISFFGSDYKTIYILSNGAVGFEASSRSYKSGILPSSTRFLAPFWNRNDLRNGGKVYYREVTKGRVLERGQSEIRYQYDKNVKVKSALIITWDKMQPLNTAALPEENTNTFQAAIFITANGTFANFIYSNIGWTQGAEAGFNAGDATNHFKLPTSGTPNIMYLEEYGNTGIPGEWMFELS.... Result: 0 (no interaction). (5) The miRNA is mmu-miR-100-5p with sequence AACCCGUAGAUCCGAACUUGUG. Result: 0 (no interaction). The protein sequence of the target gene is MFQTLIQKVWVPMKPYYTQVYQEIWVGVGLMSLIVYKIRSADKRSKALKGPAPAHGHH. (6) The miRNA is mmu-miR-201-5p with sequence UACUCAGUAAGGCAUUGUUCUU. The protein sequence of the target gene is MSKVSFKITLTSDPRLPYKVLSVPESTPFTAVLKFAAEEFKVPAATSAIITNDGIGINPAQTAGNVFLKHGSELRIIPRDRVGSC. Result: 0 (no interaction).